This data is from Catalyst prediction with 721,799 reactions and 888 catalyst types from USPTO. The task is: Predict which catalyst facilitates the given reaction. (1) Reactant: [C:1]([O:5][C:6](=[O:30])[NH:7][C:8]1[CH:13]=[C:12]([N:14]2[CH2:19][CH2:18][C:17]([F:21])([F:20])[CH2:16][CH2:15]2)[CH:11]=[C:10]([CH2:22][O:23][CH:24]2[CH2:29][CH2:28][CH2:27][CH2:26][O:25]2)[N:9]=1)([CH3:4])([CH3:3])[CH3:2].[H-].[Na+].FC(F)(F)S(O[CH2:39][C:40]([F:43])([F:42])[F:41])(=O)=O.O. Product: [C:1]([O:5][C:6](=[O:30])[N:7]([C:8]1[CH:13]=[C:12]([N:14]2[CH2:19][CH2:18][C:17]([F:21])([F:20])[CH2:16][CH2:15]2)[CH:11]=[C:10]([CH2:22][O:23][CH:24]2[CH2:29][CH2:28][CH2:27][CH2:26][O:25]2)[N:9]=1)[CH2:39][C:40]([F:43])([F:42])[F:41])([CH3:4])([CH3:2])[CH3:3]. The catalyst class is: 9. (2) Reactant: [F:1][C:2]1[CH:7]=[CH:6][C:5]([C:8]2[CH:9]=[CH:10][C:11]3[N:12]([C:14]([S:17][C:18]4[CH:19]=[CH:20][C:21]([N+:25]([O-])=O)=[C:22]([CH:24]=4)[NH2:23])=[N:15][N:16]=3)[N:13]=2)=[CH:4][CH:3]=1.O.N. Product: [F:1][C:2]1[CH:7]=[CH:6][C:5]([C:8]2[CH2:9][CH2:10][C:11]3[N:12]([C:14]([S:17][C:18]4[CH:24]=[C:22]([NH2:23])[C:21]([NH2:25])=[CH:20][CH:19]=4)=[N:15][N:16]=3)[N:13]=2)=[CH:4][CH:3]=1. The catalyst class is: 183. (3) Reactant: C([O-])([O-])=O.[K+].[K+].[NH:7]1[C:16]2[CH:15]=[CH:14][CH:13]=[C:12]([S:17]([O-:20])(=[O:19])=[O:18])[C:11]=2[CH2:10][CH2:9][CH2:8]1.[Na+:21].Br[CH2:23][C:24]1[CH:29]=[C:28]([Cl:30])[CH:27]=[CH:26][C:25]=1[O:31][CH2:32][C:33]1[CH:38]=[CH:37][C:36]([Cl:39])=[CH:35][C:34]=1[F:40].O. The catalyst class is: 3. Product: [Cl:30][C:28]1[CH:27]=[CH:26][C:25]([O:31][CH2:32][C:33]2[CH:38]=[CH:37][C:36]([Cl:39])=[CH:35][C:34]=2[F:40])=[C:24]([CH:29]=1)[CH2:23][N:7]1[C:16]2[CH:15]=[CH:14][CH:13]=[C:12]([S:17]([O-:20])(=[O:18])=[O:19])[C:11]=2[CH2:10][CH2:9][CH2:8]1.[Na+:21]. (4) Reactant: [CH3:1][N:2]([CH2:9][CH2:10][O:11][C:12]1[CH:25]=[CH:24][C:15]([CH2:16][CH:17]2[S:21][C:20](=[O:22])[NH:19][C:18]2=[O:23])=[CH:14][CH:13]=1)[C:3]1[CH:8]=[CH:7][CH:6]=[CH:5][N:4]=1.O1CCCC1.[C@H:31]([OH:40])([C:37]([OH:39])=[O:38])[C@H:32]([OH:36])[C:33]([OH:35])=[O:34]. Product: [CH3:1][N:2]([CH2:9][CH2:10][O:11][C:12]1[CH:25]=[CH:24][C:15]([CH2:16][CH:17]2[S:21][C:20](=[O:22])[NH:19][C:18]2=[O:23])=[CH:14][CH:13]=1)[C:3]1[CH:8]=[CH:7][CH:6]=[CH:5][N:4]=1.[C@H:31]([OH:40])([C:37]([OH:39])=[O:38])[C@H:32]([OH:36])[C:33]([OH:35])=[O:34]. The catalyst class is: 6. (5) Reactant: [CH3:1][C:2]1[C:10]2[C:5](=[CH:6][CH:7]=[C:8]([CH:11]=O)[CH:9]=2)[NH:4][N:3]=1.[NH2:13][C:14]([C:18]1[CH:23]=[CH:22][C:21]([F:24])=[CH:20][CH:19]=1)=[CH:15][C:16]#[N:17].[C:32]([O:34][CH2:35][C:36](=O)[CH2:31][C:32]([O:34][CH2:35][CH3:36])=[O:33])(=[O:33])[CH3:31].Cl. Product: [F:24][C:21]1[CH:20]=[CH:19][C:18]([C:14]2[NH:13][C:36]3[CH2:35][O:34][C:32](=[O:33])[C:31]=3[CH:11]([C:8]3[CH:9]=[C:10]4[C:5](=[CH:6][CH:7]=3)[NH:4][N:3]=[C:2]4[CH3:1])[C:15]=2[C:16]#[N:17])=[CH:23][CH:22]=1. The catalyst class is: 259.